Dataset: Forward reaction prediction with 1.9M reactions from USPTO patents (1976-2016). Task: Predict the product of the given reaction. (1) The product is: [O:21]=[S:22]1(=[O:30])[CH2:26][CH2:25][CH2:24][N:23]1[CH2:27][CH2:28][NH:1][C:2]1[C:3]([C:16]([O:18][CH2:19][CH3:20])=[O:17])=[N:4][CH:5]=[C:6]([CH2:8][C:9]2[CH:10]=[CH:11][C:12]([F:15])=[CH:13][CH:14]=2)[CH:7]=1. Given the reactants [NH2:1][C:2]1[C:3]([C:16]([O:18][CH2:19][CH3:20])=[O:17])=[N:4][CH:5]=[C:6]([CH2:8][C:9]2[CH:14]=[CH:13][C:12]([F:15])=[CH:11][CH:10]=2)[CH:7]=1.[O:21]=[S:22]1(=[O:30])[CH2:26][CH2:25][CH2:24][N:23]1[CH2:27][CH:28]=O, predict the reaction product. (2) The product is: [Cl:1][C:2]1[C:7]([Cl:8])=[CH:6][N:5]=[C:4]([NH2:9])[C:3]=1[NH2:10]. Given the reactants [Cl:1][C:2]1[C:7]([Cl:8])=[CH:6][N:5]=[C:4]([NH2:9])[C:3]=1[N+:10]([O-])=O.[Cl-].[Cl-].[Ca+2], predict the reaction product. (3) Given the reactants [NH:1]1[CH2:6][CH2:5][C:4](=[O:7])[CH2:3][CH2:2]1.[Cl:8][C:9]1[CH:16]=[CH:15][CH:14]=[CH:13][C:10]=1[CH2:11]Cl, predict the reaction product. The product is: [Cl:8][C:9]1[CH:16]=[CH:15][CH:14]=[CH:13][C:10]=1[CH2:11][N:1]1[CH2:6][CH2:5][C:4](=[O:7])[CH2:3][CH2:2]1. (4) Given the reactants [Cl:1][C:2]1[CH:3]=[C:4]([C:16]([NH:18][C@H:19]([C:21]2[CH:29]=[CH:28][C:24]([C:25]([OH:27])=[O:26])=[CH:23][CH:22]=2)[CH3:20])=[O:17])[C:5]([O:8][C:9]2[CH:14]=[CH:13][CH:12]=[C:11]([F:15])[CH:10]=2)=[N:6][CH:7]=1.F[C:31]1C=C(O)C=CC=1C, predict the reaction product. The product is: [Cl:1][C:2]1[CH:3]=[C:4]([C:16]([NH:18][C@H:19]([C:21]2[CH:22]=[CH:23][C:24]([C:25]([OH:27])=[O:26])=[CH:28][CH:29]=2)[CH3:20])=[O:17])[C:5]([O:8][C:9]2[CH:14]=[CH:13][C:12]([CH3:31])=[C:11]([F:15])[CH:10]=2)=[N:6][CH:7]=1. (5) Given the reactants [F:1][C:2]1[CH:3]=[C:4]([CH:18]=[C:19]([F:21])[CH:20]=1)[CH2:5][O:6][C:7]1[CH:8]=[CH:9][C:10]([N+:15]([O-])=O)=[C:11]([CH:14]=1)[C:12]#[N:13], predict the reaction product. The product is: [NH2:15][C:10]1[CH:9]=[CH:8][C:7]([O:6][CH2:5][C:4]2[CH:18]=[C:19]([F:21])[CH:20]=[C:2]([F:1])[CH:3]=2)=[CH:14][C:11]=1[C:12]#[N:13]. (6) Given the reactants C(NC(C)C)(C)C.C([Li])CCC.[C:13](=[O:15])=O.CC(C)=O.C([N-]C(C)C)(C)C.[Li+].[S:28]1[CH:32]=[CH:31][CH:30]=[C:29]1[C:33]#[N:34].[Cl-].[NH4+], predict the reaction product. The product is: [CH:13]([C:32]1[S:28][C:29]([C:33]#[N:34])=[CH:30][CH:31]=1)=[O:15]. (7) The product is: [ClH:25].[CH3:24][CH:10]1[CH2:9][NH:8][CH2:13][CH2:12][N:11]1[C:14]1[CH:15]=[CH:16][C:17]([C:20]([F:23])([F:21])[F:22])=[CH:18][CH:19]=1. Given the reactants C(OC([N:8]1[CH2:13][CH2:12][N:11]([C:14]2[CH:19]=[CH:18][C:17]([C:20]([F:23])([F:22])[F:21])=[CH:16][CH:15]=2)[CH:10]([CH3:24])[CH2:9]1)=O)(C)(C)C.[ClH:25], predict the reaction product. (8) Given the reactants [OH-].[Na+].[ClH:3].[CH2:4]([O:6][C:7]1[CH:8]=[CH:9][C:10]2[N:14]=[C:13]([CH2:15][O:16][C:17]3[CH:18]=[C:19]([CH:24]=[CH:25][CH:26]=3)[C:20]([O:22]C)=[O:21])[N:12]([CH3:27])[C:11]=2[CH:28]=1)[CH3:5].Cl, predict the reaction product. The product is: [ClH:3].[CH2:4]([O:6][C:7]1[CH:8]=[CH:9][C:10]2[N:14]=[C:13]([CH2:15][O:16][C:17]3[CH:18]=[C:19]([CH:24]=[CH:25][CH:26]=3)[C:20]([OH:22])=[O:21])[N:12]([CH3:27])[C:11]=2[CH:28]=1)[CH3:5]. (9) Given the reactants [NH2:1][C:2]1[C:3]2[N:11]=[C:10]([C:12]3[CH:13]=[C:14]([CH:18]=[C:19]([F:21])[CH:20]=3)[C:15]([OH:17])=O)[CH:9]=[CH:8][C:4]=2[N:5]=[CH:6][N:7]=1.[CH:22]1([NH2:26])[CH2:25][CH2:24][CH2:23]1.CN(C(ON1N=NC2C=CC=NC1=2)=[N+](C)C)C.F[P-](F)(F)(F)(F)F.CCN(C(C)C)C(C)C, predict the reaction product. The product is: [NH2:1][C:2]1[C:3]2[N:11]=[C:10]([C:12]3[CH:13]=[C:14]([CH:18]=[C:19]([F:21])[CH:20]=3)[C:15]([NH:26][CH:22]3[CH2:25][CH2:24][CH2:23]3)=[O:17])[CH:9]=[CH:8][C:4]=2[N:5]=[CH:6][N:7]=1.